This data is from Reaction yield outcomes from USPTO patents with 853,638 reactions. The task is: Predict the reaction yield, written as a fraction of the theoretical maximum amount of product (1.0 means a 100% yield; for example, 0.34 means a 34% yield). (1) The reactants are [CH3:1][O:2][C:3]1[CH:4]=[C:5]([CH:11]=[CH:12][C:13]=1[O:14][CH2:15][CH2:16][NH:17][CH2:18][CH:19]([NH:42][CH:43]1[CH2:45][CH2:44]1)[C:20](=[O:41])[CH2:21][C:22]1[CH:27]=[CH:26][C:25]([NH:28][C:29]([NH:31][C:32]2[CH:37]=[CH:36][CH:35]=[CH:34][C:33]=2[CH3:38])=[O:30])=[C:24]([O:39][CH3:40])[CH:23]=1)[C:6]([O:8]CC)=[O:7].[OH-].[Na+].Cl. The catalyst is C1COCC1.CO. The product is [CH3:1][O:2][C:3]1[CH:4]=[C:5]([CH:11]=[CH:12][C:13]=1[O:14][CH2:15][CH2:16][NH:17][CH2:18][CH:19]([NH:42][CH:43]1[CH2:44][CH2:45]1)[C:20](=[O:41])[CH2:21][C:22]1[CH:27]=[CH:26][C:25]([NH:28][C:29]([NH:31][C:32]2[CH:37]=[CH:36][CH:35]=[CH:34][C:33]=2[CH3:38])=[O:30])=[C:24]([O:39][CH3:40])[CH:23]=1)[C:6]([OH:8])=[O:7]. The yield is 0.380. (2) The catalyst is C(Cl)Cl. The reactants are [CH:1]1[CH:6]=[CH:5][C:4]([CH2:7][C:8](Cl)=O)=[CH:3][CH:2]=1.[NH2:11][CH2:12][CH2:13][C:14]1[C:18]2=[C:19]3[C:24](=[CH:25][CH:26]=[C:17]2[NH:16][CH:15]=1)[C:23](=[O:27])[N:22]([CH3:28])[CH:21]=[CH:20]3.C(N(CC)CC)C. The product is [CH3:28][N:22]1[CH:21]=[CH:20][C:19]2[C:24](=[CH:25][CH:26]=[C:17]3[NH:16][CH:15]=[C:14]([CH2:13][CH2:12][NH:11][CH2:8][CH2:7][C:4]4[CH:3]=[CH:2][CH:1]=[CH:6][CH:5]=4)[C:18]3=2)[C:23]1=[O:27]. The yield is 0.630. (3) The reactants are [CH:1]1([N:4]2[CH2:9][CH2:8][N:7]([C:10]3[O:11][C:12]4[CH:18]=[CH:17][C:16]([CH:19]=O)=[CH:15][C:13]=4[N:14]=3)[CH2:6][CH2:5]2)[CH2:3][CH2:2]1.Cl.[CH3:22][NH:23][CH3:24].C(O)(=O)C.[BH3-]C#N.[Na+]. The catalyst is CO.C1COCC1. The product is [CH:1]1([N:4]2[CH2:9][CH2:8][N:7]([C:10]3[O:11][C:12]4[CH:18]=[CH:17][C:16]([CH2:19][N:23]([CH3:24])[CH3:22])=[CH:15][C:13]=4[N:14]=3)[CH2:6][CH2:5]2)[CH2:3][CH2:2]1. The yield is 0.600. (4) The reactants are C[O:2][C:3](=[O:33])[CH2:4][N:5]1[CH2:9][C@H:8]([C:10]2[CH:15]=[CH:14][CH:13]=[C:12]([Cl:16])[C:11]=2[F:17])[C@:7]([C:20]2[CH:25]=[CH:24][C:23]([Cl:26])=[CH:22][C:21]=2[F:27])([C:18]#[N:19])[C@@H:6]1[CH2:28][C:29]([CH3:32])([CH3:31])[CH3:30].[OH-].[K+]. The catalyst is C1COCC1.CO. The product is [Cl:16][C:12]1[C:11]([F:17])=[C:10]([C@H:8]2[CH2:9][N:5]([CH2:4][C:3]([OH:33])=[O:2])[C@@H:6]([CH2:28][C:29]([CH3:32])([CH3:31])[CH3:30])[C@@:7]2([C:20]2[CH:25]=[CH:24][C:23]([Cl:26])=[CH:22][C:21]=2[F:27])[C:18]#[N:19])[CH:15]=[CH:14][CH:13]=1. The yield is 0.970. (5) The reactants are CS(O)(=O)=O.[NH2:6][CH2:7][C:8]1[CH:9]=[C:10]2[C:14](=[CH:15][CH:16]=1)[C:13](=[O:17])[N:12]([CH:18]1[CH2:23][CH2:22][C:21](=[O:24])[NH:20][C:19]1=[O:25])[CH2:11]2.[Cl:26][C:27]1[CH:28]=[C:29]([N:34]=[C:35]=[O:36])[CH:30]=[CH:31][C:32]=1[F:33].C(N(CC)CC)C.Cl. The catalyst is C(#N)C. The product is [Cl:26][C:27]1[CH:28]=[C:29]([NH:34][C:35]([NH:6][CH2:7][C:8]2[CH:9]=[C:10]3[C:14](=[CH:15][CH:16]=2)[C:13](=[O:17])[N:12]([CH:18]2[CH2:23][CH2:22][C:21](=[O:24])[NH:20][C:19]2=[O:25])[CH2:11]3)=[O:36])[CH:30]=[CH:31][C:32]=1[F:33]. The yield is 0.780. (6) The reactants are Cl[C:2]1[N:7]=[C:6]([C:8]2[N:12]3[CH:13]=[CH:14][CH:15]=[CH:16][C:11]3=[N:10][C:9]=2[C:17]2[CH:18]=[CH:19][C:20]([O:34][CH2:35][CH3:36])=[C:21]([CH:33]=2)[C:22]([NH:24][C:25]2[C:30]([F:31])=[CH:29][CH:28]=[CH:27][C:26]=2[F:32])=[O:23])[CH:5]=[CH:4][N:3]=1.[CH3:37][O:38][C:39]1[CH:44]=[C:43]([N:45]2[CH2:50][CH2:49][N:48]([CH2:51][CH2:52][CH3:53])[CH2:47][CH2:46]2)[CH:42]=[CH:41][C:40]=1[NH2:54].Cl.O1CCOCC1.C[O-].[Na+]. The catalyst is FC(F)(F)CO.CO.C(Cl)Cl.CCCCCC. The product is [F:32][C:26]1[CH:27]=[CH:28][CH:29]=[C:30]([F:31])[C:25]=1[NH:24][C:22](=[O:23])[C:21]1[CH:33]=[C:17]([C:9]2[N:10]=[C:11]3[CH:16]=[CH:15][CH:14]=[CH:13][N:12]3[C:8]=2[C:6]2[CH:5]=[CH:4][N:3]=[C:2]([NH:54][C:40]3[CH:41]=[CH:42][C:43]([N:45]4[CH2:50][CH2:49][N:48]([CH2:51][CH2:52][CH3:53])[CH2:47][CH2:46]4)=[CH:44][C:39]=3[O:38][CH3:37])[N:7]=2)[CH:18]=[CH:19][C:20]=1[O:34][CH2:35][CH3:36]. The yield is 0.850.